Dataset: Forward reaction prediction with 1.9M reactions from USPTO patents (1976-2016). Task: Predict the product of the given reaction. (1) Given the reactants [Li][CH2:2][CH2:3][CH2:4][CH3:5].C(N[CH:10]([CH3:12])C)(C)C.CN(C)P(N(C)C)(N(C)C)=[O:16].Br[CH2:25][Br:26].[CH2:27]1[CH2:31][O:30][CH2:29][CH2:28]1, predict the reaction product. The product is: [Br:26][CH2:25][C:28]1([C:29]([O:30][CH2:31][CH3:27])=[O:16])[CH2:12][CH2:10][C:4](=[CH2:5])[CH2:3][CH2:2]1. (2) Given the reactants BrC1C([C@@H](N[C:20](=[O:37])[CH2:21][N:22]2[C:26]3[C:27]([F:32])([F:31])[C@@H:28]4[CH2:30][C@@H:29]4[C:25]=3[C:24]([C:33]([F:36])([F:35])[F:34])=[N:23]2)CC2C=C(F)C=C(F)C=2)=NC(Br)=CC=1.[NH2:38][C@H:39]([C:49]1[C:54]([C:55]2[CH:56]=[CH:57][C:58]([Cl:70])=[C:59]3[C:63]=2[N:62]([CH3:64])[N:61]=[C:60]3[NH:65][S:66]([CH3:69])(=[O:68])=[O:67])=[CH:53][CH:52]=[C:51]([Cl:71])[N:50]=1)[CH2:40][C:41]1[CH:46]=[C:45]([F:47])[CH:44]=[C:43]([F:48])[CH:42]=1, predict the reaction product. The product is: [Cl:71][C:51]1[N:50]=[C:49]([C@@H:39]([NH:38][C:20](=[O:37])[CH2:21][N:22]2[C:26]3[C:27]([F:31])([F:32])[C@@H:28]4[CH2:30][C@@H:29]4[C:25]=3[C:24]([C:33]([F:35])([F:34])[F:36])=[N:23]2)[CH2:40][C:41]2[CH:46]=[C:45]([F:47])[CH:44]=[C:43]([F:48])[CH:42]=2)[C:54]([C:55]2[CH:56]=[CH:57][C:58]([Cl:70])=[C:59]3[C:63]=2[N:62]([CH3:64])[N:61]=[C:60]3[NH:65][S:66]([CH3:69])(=[O:67])=[O:68])=[CH:53][CH:52]=1.